This data is from Catalyst prediction with 721,799 reactions and 888 catalyst types from USPTO. The task is: Predict which catalyst facilitates the given reaction. Reactant: [F:1][C:2]([F:7])([F:6])[C:3]([NH2:5])=[O:4].CC(C)([O-])C.[Na+].BrN1C(C)(C)C(=O)N(Br)C1=O.[F:25][C:26]1[C:27]([C:44]2[CH:49]=[CH:48][C:47]([F:50])=[CH:46][C:45]=2[O:51][CH3:52])=[CH:28][C:29]([NH:32][C:33]2[CH:38]=[C:37]([CH2:39][S:40][CH3:41])[CH:36]=[C:35]([O:42][CH3:43])[N:34]=2)=[N:30][CH:31]=1.S([O-])([O-])=O.[Na+].[Na+]. Product: [F:1][C:2]([F:7])([F:6])[C:3]([N:5]=[S:40]([CH2:39][C:37]1[CH:36]=[C:35]([O:42][CH3:43])[N:34]=[C:33]([NH:32][C:29]2[CH:28]=[C:27]([C:44]3[CH:49]=[CH:48][C:47]([F:50])=[CH:46][C:45]=3[O:51][CH3:52])[C:26]([F:25])=[CH:31][N:30]=2)[CH:38]=1)[CH3:41])=[O:4]. The catalyst class is: 182.